This data is from Peptide-MHC class II binding affinity with 134,281 pairs from IEDB. The task is: Regression. Given a peptide amino acid sequence and an MHC pseudo amino acid sequence, predict their binding affinity value. This is MHC class II binding data. (1) The peptide sequence is QLYSKFLLKAEPLAF. The binding affinity (normalized) is 0.839. The MHC is DRB1_0901 with pseudo-sequence DRB1_0901. (2) The peptide sequence is AEAPAAAAAPEEQVQ. The MHC is DRB1_1501 with pseudo-sequence DRB1_1501. The binding affinity (normalized) is 0.224. (3) The peptide sequence is VLTYNGKRLEPNWAS. The MHC is DRB1_0404 with pseudo-sequence DRB1_0404. The binding affinity (normalized) is 0.176. (4) The peptide sequence is NLCCSQWGWCGSTDE. The MHC is HLA-DPA10103-DPB10401 with pseudo-sequence HLA-DPA10103-DPB10401. The binding affinity (normalized) is 0. (5) The peptide sequence is QRMMAEIDTDGDGFI. The MHC is HLA-DPA10201-DPB11401 with pseudo-sequence HLA-DPA10201-DPB11401. The binding affinity (normalized) is 0. (6) The peptide sequence is GWYLVAATAAAATLR. The MHC is HLA-DPA10301-DPB10402 with pseudo-sequence HLA-DPA10301-DPB10402. The binding affinity (normalized) is 0.375.